This data is from Full USPTO retrosynthesis dataset with 1.9M reactions from patents (1976-2016). The task is: Predict the reactants needed to synthesize the given product. (1) Given the product [N:34]1([C:31]2[CH:30]=[CH:29][C:28]([CH:27]=[O:26])=[CH:33][CH:32]=2)[CH2:39][CH2:38][O:37][CH2:36][CH2:35]1, predict the reactants needed to synthesize it. The reactants are: COC(OC)C1C=CC(I)=CC=1.C(=O)([O-])[O-].[Cs+].[Cs+].N1CCOCC1.C[O:26][CH:27](OC)[C:28]1[CH:33]=[CH:32][C:31]([N:34]2[CH2:39][CH2:38][O:37][CH2:36][CH2:35]2)=[CH:30][CH:29]=1.Cl.CCOCC.C(=O)(O)[O-].[Na+]. (2) Given the product [Br:1][C:2]1[N:3]=[C:4]2[CH:10]=[C:9]([C:11]3[C:19]4[C:14](=[CH:15][CH:16]=[C:17]([O:20][CH3:21])[CH:18]=4)[N:13]([CH3:22])[CH:12]=3)[N:8]([CH2:32][O:31][CH2:30][CH2:29][Si:26]([CH3:28])([CH3:27])[CH3:25])[C:5]2=[N:6][CH:7]=1, predict the reactants needed to synthesize it. The reactants are: [Br:1][C:2]1[N:3]=[C:4]2[CH:10]=[C:9]([C:11]3[C:19]4[C:14](=[CH:15][CH:16]=[C:17]([O:20][CH3:21])[CH:18]=4)[N:13]([CH3:22])[CH:12]=3)[NH:8][C:5]2=[N:6][CH:7]=1.[H-].[Na+].[CH3:25][Si:26]([CH2:29][CH2:30][O:31][CH2:32]Cl)([CH3:28])[CH3:27]. (3) Given the product [CH2:30]([N:20]([CH2:18][CH3:19])[C:21](=[O:29])[C:22]1[CH:27]=[CH:26][C:25]([N:8]([CH2:1][C:2]2[CH:3]=[CH:4][CH:5]=[CH:6][CH:7]=2)[CH:9]2[CH2:14][CH2:13][N:12]([CH2:15][CH2:16][CH3:17])[CH2:11][CH2:10]2)=[CH:24][CH:23]=1)[CH3:31], predict the reactants needed to synthesize it. The reactants are: [CH2:1]([NH:8][CH:9]1[CH2:14][CH2:13][N:12]([CH2:15][CH2:16][CH3:17])[CH2:11][CH2:10]1)[C:2]1[CH:7]=[CH:6][CH:5]=[CH:4][CH:3]=1.[CH2:18]([N:20]([CH2:30][CH3:31])[C:21](=[O:29])[C:22]1[CH:27]=[CH:26][C:25](Br)=[CH:24][CH:23]=1)[CH3:19].CC(C)([O-])C.[Na+].ClCCl.